From a dataset of Experimentally validated miRNA-target interactions with 360,000+ pairs, plus equal number of negative samples. Binary Classification. Given a miRNA mature sequence and a target amino acid sequence, predict their likelihood of interaction. (1) The miRNA is hsa-miR-518e-3p with sequence AAAGCGCUUCCCUUCAGAGUG. The protein sequence of the target gene is MVLAQRRRGGCEKLRAGPQAVLASGSGFCDNMLADLGLIGTIGEDDEVPVEPESDSGDEEEEGPIVLGRRQKALGKNRSADFNPDFVFTEKEGTYDGSWALADVMSQLKKKRAATTLDEKIEKVRKKRKTEDKEAKSGKLEKEKEAKEGSEPKEQEDLQENDEEGSEDEASETDYSSADENILTKADTLKVKDRKKKKKKGQEAGGFFEDASQYDENLSFQDMNLSRPLLKAITAMGFKQPTPIQKACIPVGLLGKDICACAATGTGKTAAFALPVLERLIYKPRQAPVTRVLVLVPTRE.... Result: 0 (no interaction). (2) The miRNA is mmu-miR-7026-5p with sequence UUCUGAGACCAUGGGGUAUAU. The protein sequence of the target gene is MGTPRIQHLLILLVLGASLLTSGLELYCQKGLSMTVEADPANMFNWTTEEVETCDKGALCQETILIIKAGTETAILATKGCIPEGEEAITIVQHSSPPGLIVTSYSNYCEDSFCNDKDSLSQFWEFSETTASTVSTTLHCPTCVALGTCFSAPSLPCPNGTTRCYQGKLEITGGGIESSVEVKGCTAMIGCRLMSGILAVGPMFVREACPHQLLTQPRKTENGATCLPIPVWGLQLLLPLLLPSFIHFS. Result: 0 (no interaction). (3) The miRNA is hsa-miR-4253 with sequence AGGGCAUGUCCAGGGGGU. The protein sequence of the target gene is MYDNMSTMVYIKEDKLEKLTQDEIISKTKQVIQGLEALKNEHNSILQSLLETLKCLKKDDESNLVEEKSNMIRKSLEMLELGLSEAQVMMALSNHLNAVESEKQKLRAQVRRLCQENQWLRDELANTQQKLQKSEQSVAQLEEEKKHLEFMNQLKKYDDDISPSEDKDTDSTKEPLDDLFPNDEDDPGQGIQQQHSSAAAAAQQGGYEIPARLRTLHNLVIQYASQGRYEVAVPLCKQALEDLEKTSGHDHPDVATMLNILALVYRDQNKYKDAANLLNDALAIREKTLGKDHPAVAATL.... Result: 0 (no interaction).